From a dataset of Full USPTO retrosynthesis dataset with 1.9M reactions from patents (1976-2016). Predict the reactants needed to synthesize the given product. (1) Given the product [C:17]([C:14]1[CH:15]=[CH:16][C:11]([CH2:5][C:4]([OH:23])=[O:3])=[C:12]([N+:20]([O-:22])=[O:21])[CH:13]=1)(=[O:19])[CH3:18], predict the reactants needed to synthesize it. The reactants are: C([O:3][C:4](=[O:23])[CH:5]([C:11]1[CH:16]=[CH:15][C:14]([C:17](=[O:19])[CH3:18])=[CH:13][C:12]=1[N+:20]([O-:22])=[O:21])C(OCC)=O)C.C(OCC)(=O)CC(OCC)=O. (2) Given the product [Cl:1][C:2]1[CH:10]=[C:9]2[C:5]([CH:6]=[C:7]([C:12]3[CH:17]=[C:16]([CH2:18][NH:25][S:22]([CH2:20][CH3:21])(=[O:24])=[O:23])[CH:15]=[N:14][CH:13]=3)[N:8]2[CH3:11])=[CH:4][CH:3]=1, predict the reactants needed to synthesize it. The reactants are: [Cl:1][C:2]1[CH:10]=[C:9]2[C:5]([CH:6]=[C:7]([C:12]3[CH:13]=[N:14][CH:15]=[C:16]([CH:18]=O)[CH:17]=3)[N:8]2[CH3:11])=[CH:4][CH:3]=1.[CH2:20]([S:22]([NH2:25])(=[O:24])=[O:23])[CH3:21].C1(C)C=CC=CC=1.[BH4-].[Na+].